From a dataset of Forward reaction prediction with 1.9M reactions from USPTO patents (1976-2016). Predict the product of the given reaction. (1) Given the reactants [N:1]1[C:10]2[C:5](=[CH:6][CH:7]=[CH:8][CH:9]=2)[CH:4]=[C:3]([CH2:11][CH2:12][CH2:13][C:14](=[O:23])[CH2:15][C:16](=O)[C:17]([O:19]CC)=O)[CH:2]=1.Cl.NO.[OH-].[K+].Cl.C([N:32](CC)CC)C.Cl.[O:38]1[CH2:42][CH2:41][CH:40]([CH2:43][NH2:44])[CH2:39]1.ON1C2C=CC=CC=2N=N1.Cl.C(N=C=NCCCN(C)C)C, predict the reaction product. The product is: [O:38]1[CH2:42][CH2:41][CH:40]([CH2:43][NH:44][C:17]([C:16]2[CH:15]=[C:14]([CH2:13][CH2:12][CH2:11][C:3]3[CH:2]=[N:1][C:10]4[C:5]([CH:4]=3)=[CH:6][CH:7]=[CH:8][CH:9]=4)[O:23][N:32]=2)=[O:19])[CH2:39]1. (2) Given the reactants [CH3:1][C:2]1[CH:15]=[C:14]2[C:5]([O:6][CH2:7][CH2:8][N:9]3[C:13]2=[N:12][C:11]([C:16]2[N:20]([CH:21]([CH3:23])[CH3:22])[N:19]=[CH:18][N:17]=2)=[CH:10]3)=[CH:4][C:3]=1[C:24](=[O:26])[CH3:25].[CH3:27][N:28]([CH:30](OC)OC)[CH3:29], predict the reaction product. The product is: [CH3:27][N:28]([CH3:30])/[CH:29]=[CH:25]/[C:24]([C:3]1[CH:4]=[C:5]2[C:14](=[CH:15][C:2]=1[CH3:1])[C:13]1[N:9]([CH:10]=[C:11]([C:16]3[N:20]([CH:21]([CH3:23])[CH3:22])[N:19]=[CH:18][N:17]=3)[N:12]=1)[CH2:8][CH2:7][O:6]2)=[O:26]. (3) Given the reactants [CH:1]1([NH:7][C:8]2[CH:17]=[C:16]3[C:11]([C:12](=[O:38])[C:13]([C:23]([NH:25][C@H:26]([CH2:31][C:32]4[CH:33]=[N:34][CH:35]=[CH:36][CH:37]=4)[C:27]([O:29][CH3:30])=[O:28])=[O:24])=[CH:14][N:15]3[CH:18]([CH2:21][CH3:22])[CH2:19][CH3:20])=[CH:10][C:9]=2[F:39])[CH2:6][CH2:5][CH2:4][CH2:3][CH2:2]1.[ClH:40].CCOC(C)=O, predict the reaction product. The product is: [ClH:40].[CH:1]1([NH:7][C:8]2[CH:17]=[C:16]3[C:11]([C:12](=[O:38])[C:13]([C:23]([NH:25][C@H:26]([CH2:31][C:32]4[CH:33]=[N:34][CH:35]=[CH:36][CH:37]=4)[C:27]([O:29][CH3:30])=[O:28])=[O:24])=[CH:14][N:15]3[CH:18]([CH2:19][CH3:20])[CH2:21][CH3:22])=[CH:10][C:9]=2[F:39])[CH2:6][CH2:5][CH2:4][CH2:3][CH2:2]1. (4) The product is: [Br:1][C:2]1[C:3]([N:10]([CH:12]2[CH2:16][CH2:15][CH:14]([CH3:17])[CH2:13]2)[NH:11][C:24](=[O:25])[C:23]2[CH:27]=[CH:28][C:20]([CH2:19][Cl:18])=[CH:21][CH:22]=2)=[N:4][C:5]([C:8]#[N:9])=[N:6][CH:7]=1. Given the reactants [Br:1][C:2]1[C:3]([N:10]([CH:12]2[CH2:16][CH2:15][CH:14]([CH3:17])[CH2:13]2)[NH2:11])=[N:4][C:5]([C:8]#[N:9])=[N:6][CH:7]=1.[Cl:18][CH2:19][C:20]1[CH:28]=[CH:27][C:23]([C:24](Cl)=[O:25])=[CH:22][CH:21]=1.CCN(C(C)C)C(C)C, predict the reaction product. (5) Given the reactants [CH3:1][O:2][C:3]1[CH:4]=[C:5]([CH:21]=[CH:22][C:23]=1[O:24][CH3:25])[CH2:6][CH:7]1[C:16]2[C:11](=[CH:12][C:13]([O:19][CH3:20])=[CH:14][C:15]=2[O:17][CH3:18])[CH2:10][CH2:9][NH:8]1.Br[CH2:27][C:28](Br)=[O:29].[NH2:31][C@H:32]1[C:40]2[C:35](=[CH:36][CH:37]=[CH:38][CH:39]=2)[CH2:34][CH2:33]1, predict the reaction product. The product is: [CH3:1][O:2][C:3]1[CH:4]=[C:5]([CH:21]=[CH:22][C:23]=1[O:24][CH3:25])[CH2:6][CH:7]1[C:16]2[C:11](=[CH:12][C:13]([O:19][CH3:20])=[CH:14][C:15]=2[O:17][CH3:18])[CH2:10][CH2:9][N:8]1[CH2:27][C:28]([NH:31][C@H:32]1[C:40]2[C:35](=[CH:36][CH:37]=[CH:38][CH:39]=2)[CH2:34][CH2:33]1)=[O:29].